Dataset: Peptide-MHC class I binding affinity with 185,985 pairs from IEDB/IMGT. Task: Regression. Given a peptide amino acid sequence and an MHC pseudo amino acid sequence, predict their binding affinity value. This is MHC class I binding data. (1) The peptide sequence is FYAYLRKHF. The MHC is HLA-A29:02 with pseudo-sequence HLA-A29:02. The binding affinity (normalized) is 0.00771. (2) The peptide sequence is KEIESVLST. The binding affinity (normalized) is 0.202. The MHC is HLA-B18:01 with pseudo-sequence HLA-B18:01.